From a dataset of NCI-60 drug combinations with 297,098 pairs across 59 cell lines. Regression. Given two drug SMILES strings and cell line genomic features, predict the synergy score measuring deviation from expected non-interaction effect. (1) Drug 1: C1=CN(C(=O)N=C1N)C2C(C(C(O2)CO)O)O.Cl. Drug 2: CCC(=C(C1=CC=CC=C1)C2=CC=C(C=C2)OCCN(C)C)C3=CC=CC=C3.C(C(=O)O)C(CC(=O)O)(C(=O)O)O. Cell line: IGROV1. Synergy scores: CSS=33.2, Synergy_ZIP=-0.0268, Synergy_Bliss=7.94, Synergy_Loewe=8.76, Synergy_HSA=9.60. (2) Drug 1: C1=CC(=CC=C1CCCC(=O)O)N(CCCl)CCCl. Drug 2: C1=NNC2=C1C(=O)NC=N2. Cell line: HCC-2998. Synergy scores: CSS=2.94, Synergy_ZIP=-4.46, Synergy_Bliss=-6.79, Synergy_Loewe=-8.16, Synergy_HSA=-6.56.